This data is from Forward reaction prediction with 1.9M reactions from USPTO patents (1976-2016). The task is: Predict the product of the given reaction. (1) Given the reactants [OH:1][CH2:2][C@H:3]1[CH2:12][CH2:11][C:10]2[C:5](=[CH:6][CH:7]=[CH:8][CH:9]=2)[O:4]1.C(N(CC)CC)C.[CH3:20][S:21](Cl)(=[O:23])=[O:22].[Cl-].[NH4+], predict the reaction product. The product is: [CH3:20][S:21]([O:1][CH2:2][C@H:3]1[CH2:12][CH2:11][C:10]2[C:5](=[CH:6][CH:7]=[CH:8][CH:9]=2)[O:4]1)(=[O:23])=[O:22]. (2) Given the reactants [CH:1]1([N:4]([CH:26]2[CH2:28][CH2:27]2)[C:5]([C:7]2[N:23]([CH2:24][CH3:25])[C:10]3=[N:11][C:12]([NH:19][C:20]([NH2:22])=[S:21])=[C:13]4[N:17]=[CH:16][N:15]([CH3:18])[C:14]4=[C:9]3[CH:8]=2)=[O:6])[CH2:3][CH2:2]1.Cl[CH2:30][C:31](=O)[CH3:32], predict the reaction product. The product is: [CH:26]1([N:4]([CH:1]2[CH2:2][CH2:3]2)[C:5]([C:7]2[N:23]([CH2:24][CH3:25])[C:10]3=[N:11][C:12]([NH:19][C:20]4[S:21][CH:30]=[C:31]([CH3:32])[N:22]=4)=[C:13]4[N:17]=[CH:16][N:15]([CH3:18])[C:14]4=[C:9]3[CH:8]=2)=[O:6])[CH2:27][CH2:28]1. (3) Given the reactants Cl[C:2]1[N:3]=[C:4]([N:22]2[CH2:27][CH2:26][O:25][CH2:24][CH2:23]2)[C:5]2[S:10][C:9]([CH2:11][N:12]3[CH2:17][CH2:16][N:15]([S:18]([CH3:21])(=[O:20])=[O:19])[CH2:14][CH2:13]3)=[CH:8][C:6]=2[N:7]=1.[CH3:28][C:29]1[C:34](B2OC(C)(C)C(C)(C)O2)=[CH:33][N:32]=[C:31]([NH2:44])[N:30]=1, predict the reaction product. The product is: [CH3:28][C:29]1[C:34]([C:2]2[N:3]=[C:4]([N:22]3[CH2:27][CH2:26][O:25][CH2:24][CH2:23]3)[C:5]3[S:10][C:9]([CH2:11][N:12]4[CH2:17][CH2:16][N:15]([S:18]([CH3:21])(=[O:20])=[O:19])[CH2:14][CH2:13]4)=[CH:8][C:6]=3[N:7]=2)=[CH:33][N:32]=[C:31]([NH2:44])[N:30]=1.